This data is from Full USPTO retrosynthesis dataset with 1.9M reactions from patents (1976-2016). The task is: Predict the reactants needed to synthesize the given product. (1) Given the product [CH3:40][O:41][N:42]([CH3:43])[C:13]([C@@H:12]1[CH2:11][S:10][C:9](=[O:16])[N:8]1[CH2:7][C:6]1[CH:5]=[CH:4][C:3]([O:2][CH3:1])=[CH:18][CH:17]=1)=[O:15], predict the reactants needed to synthesize it. The reactants are: [CH3:1][O:2][C:3]1[CH:18]=[CH:17][C:6]([CH2:7][N:8]2[C@H:12]([C:13]([OH:15])=O)[CH2:11][S:10][C:9]2=[O:16])=[CH:5][CH:4]=1.C(OC(C)C)(=O)C.CN1CCOCC1.C(Cl)(=O)C(C)(C)C.[CH3:40][O:41][NH:42][CH3:43]. (2) Given the product [CH2:1]([O:3][C:4](=[O:27])[CH2:5][C:6]1[CH:11]=[CH:10][C:9]([O:12][CH3:13])=[C:8]([O:14][C:15]2[CH:20]=[CH:19][C:18]([C:21]([F:24])([F:23])[F:22])=[CH:17][C:16]=2[CH2:25][N:37]2[C@H:36]([CH3:41])[C@H:35]([C:32]3[CH:33]=[CH:34][CH:29]=[CH:30][CH:31]=3)[O:39][C:38]2=[O:40])[CH:7]=1)[CH3:2], predict the reactants needed to synthesize it. The reactants are: [CH2:1]([O:3][C:4](=[O:27])[CH2:5][C:6]1[CH:11]=[CH:10][C:9]([O:12][CH3:13])=[C:8]([O:14][C:15]2[CH:20]=[CH:19][C:18]([C:21]([F:24])([F:23])[F:22])=[CH:17][C:16]=2[CH2:25]Br)[CH:7]=1)[CH3:2].Cl[C:29]1[CH:34]=[CH:33][C:32]([C@@H:35]2[O:39][C:38](=[O:40])[NH:37][C@@H:36]2[CH3:41])=[CH:31][CH:30]=1. (3) Given the product [Br:1][C:2]1[CH:7]=[CH:6][C:5]([CH:8]2[CH2:10][CH:9]2[CH2:11][C:12]2[N:16]([CH2:17][CH3:18])[C:15](=[O:19])[N:14]([CH2:34][C:33]3[CH:36]=[CH:37][C:30]([C:26]([CH3:29])([CH3:28])[CH3:27])=[CH:31][CH:32]=3)[N:13]=2)=[CH:4][CH:3]=1, predict the reactants needed to synthesize it. The reactants are: [Br:1][C:2]1[CH:7]=[CH:6][C:5]([CH:8]2[CH2:10][CH:9]2[CH2:11][C:12]2[N:16]([CH2:17][CH3:18])[C:15](=[O:19])[NH:14][N:13]=2)=[CH:4][CH:3]=1.C(=O)([O-])[O-].[K+].[K+].[C:26]([C:30]1[CH:37]=[CH:36][C:33]([CH2:34]Br)=[CH:32][CH:31]=1)([CH3:29])([CH3:28])[CH3:27]. (4) Given the product [Cl:1][C:2]1[S:6][C:5]([C:7]([O:9][CH2:17][CH:18]2[CH2:20][CH2:19]2)=[O:8])=[CH:4][CH:3]=1, predict the reactants needed to synthesize it. The reactants are: [Cl:1][C:2]1[S:6][C:5]([C:7]([OH:9])=[O:8])=[CH:4][CH:3]=1.C(=O)([O-])[O-].[K+].[K+].Br[CH2:17][CH:18]1[CH2:20][CH2:19]1. (5) Given the product [Cl:1][C:2]1[CH:7]=[C:6]([Cl:8])[CH:5]=[CH:4][C:3]=1[C:9]1[CH:13]=[C:12]([OH:14])[N:11]([CH3:19])[N:10]=1, predict the reactants needed to synthesize it. The reactants are: [Cl:1][C:2]1[CH:7]=[C:6]([Cl:8])[CH:5]=[CH:4][C:3]=1[C:9]1[CH:13]=[C:12]([OH:14])[NH:11][N:10]=1.S(OC)(O[CH3:19])(=O)=O.C(=O)([O-])[O-].[K+].[K+].N.Cl. (6) The reactants are: [NH2:1][C:2]1[CH:7]=[CH:6][C:5]([CH:8]2[CH2:13][CH2:12][N:11]([C:14]([O:16][C:17]([CH3:20])([CH3:19])[CH3:18])=[O:15])[CH2:10][CH2:9]2)=[CH:4][CH:3]=1.Br[C:22]1[C:23](=[O:30])[N:24]([CH3:29])[CH:25]=[C:26]([Br:28])[N:27]=1. Given the product [Br:28][C:26]1[N:27]=[C:22]([NH:1][C:2]2[CH:7]=[CH:6][C:5]([CH:8]3[CH2:9][CH2:10][N:11]([C:14]([O:16][C:17]([CH3:20])([CH3:19])[CH3:18])=[O:15])[CH2:12][CH2:13]3)=[CH:4][CH:3]=2)[C:23](=[O:30])[N:24]([CH3:29])[CH:25]=1, predict the reactants needed to synthesize it. (7) Given the product [Br:23][C:7]1[CH:6]=[C:5]([C:3]([OH:4])=[O:2])[C:13]2[NH:12][C:11]([NH:14][C:15]3[CH:20]=[CH:19][CH:18]=[C:17]([Cl:21])[C:16]=3[Cl:22])=[N:10][C:9]=2[CH:8]=1, predict the reactants needed to synthesize it. The reactants are: C[O:2][C:3]([C:5]1[C:13]2[NH:12][C:11]([NH:14][C:15]3[CH:20]=[CH:19][CH:18]=[C:17]([Cl:21])[C:16]=3[Cl:22])=[N:10][C:9]=2[CH:8]=[C:7]([Br:23])[CH:6]=1)=[O:4].[OH-].[Li+]. (8) Given the product [Cl:1][C:2]1[C:10]([N+:11]([O-:13])=[O:12])=[CH:9][CH:8]=[CH:7][C:3]=1[CH:4]=[O:5], predict the reactants needed to synthesize it. The reactants are: [Cl:1][C:2]1[C:10]([N+:11]([O-:13])=[O:12])=[CH:9][CH:8]=[CH:7][C:3]=1[C:4](O)=[O:5].[Cr](Cl)([O-])(=O)=O.[NH+]1C=CC=CC=1.